This data is from Full USPTO retrosynthesis dataset with 1.9M reactions from patents (1976-2016). The task is: Predict the reactants needed to synthesize the given product. (1) The reactants are: [Br:1][C:2]1[CH:7]=[CH:6][C:5]([N:8]2[C:12](=[O:13])[NH:11][N:10]=[CH:9]2)=[C:4]([F:14])[CH:3]=1.[OH-].[K+].[CH2:17](Br)[C:18]([CH3:21])([CH3:20])[CH3:19]. Given the product [Br:1][C:2]1[CH:7]=[CH:6][C:5]([N:8]2[C:12](=[O:13])[N:11]([CH2:17][C:18]([CH3:21])([CH3:20])[CH3:19])[N:10]=[CH:9]2)=[C:4]([F:14])[CH:3]=1, predict the reactants needed to synthesize it. (2) Given the product [CH3:29][O:28][C:25]1[CH:24]=[CH:23][C:22]([O:21][C:18]2[CH:19]=[CH:20][C:12]3[C@@H:11]4[C@H:16]([CH2:15][CH2:14][C:13]=3[CH:17]=2)[NH:7][CH2:8][CH2:9][CH2:10]4)=[CH:27][CH:26]=1, predict the reactants needed to synthesize it. The reactants are: [OH-].[Na+].FC(F)(F)C([N:7]1[C@@H:16]2[C@@H:11]([C:12]3[CH:20]=[CH:19][C:18]([O:21][C:22]4[CH:27]=[CH:26][C:25]([O:28][CH3:29])=[CH:24][CH:23]=4)=[CH:17][C:13]=3[CH2:14][CH2:15]2)[CH2:10][CH2:9][CH2:8]1)=O. (3) Given the product [Cl:24][C:20]1[CH:19]=[C:18]([CH2:17][CH2:16][NH:15][C:14]([C:12]2[N:13]=[C:9]([CH2:8][NH2:7])[S:10][CH:11]=2)=[O:25])[CH:23]=[CH:22][CH:21]=1, predict the reactants needed to synthesize it. The reactants are: C(OC(=O)[NH:7][CH2:8][C:9]1[S:10][CH:11]=[C:12]([C:14](=[O:25])[NH:15][CH2:16][CH2:17][C:18]2[CH:23]=[CH:22][CH:21]=[C:20]([Cl:24])[CH:19]=2)[N:13]=1)(C)(C)C.Cl. (4) Given the product [N:30]1([CH2:29][CH2:28][O:27][C:22]2[CH:23]=[C:24]3[C:19](=[CH:20][CH:21]=2)[CH:18]=[C:17]([C:11]2[C:15]4[C:14](=[CH:10][CH:9]=[C:8]([C:42]5[N:44]=[C:37]([CH3:38])[NH:40][N:41]=5)[CH:16]=4)[NH:13][N:12]=2)[CH:26]=[CH:25]3)[CH2:36][CH2:35][CH2:34][CH2:33][CH2:32][CH2:31]1, predict the reactants needed to synthesize it. The reactants are: Cl.Cl.C(OC([C:8]1[CH:9]=[C:10]2[C:14](=[CH:15][CH:16]=1)[NH:13][N:12]=[C:11]2[C:17]1[CH:26]=[CH:25][C:24]2[C:19](=[CH:20][CH:21]=[C:22]([O:27][CH2:28][CH2:29][N:30]3[CH2:36][CH2:35][CH2:34][CH2:33][CH2:32][CH2:31]3)[CH:23]=2)[CH:18]=1)=N)C.[C:37]([NH:40][NH2:41])(=O)[CH3:38].[CH2:42]([N:44](CC)CC)C. (5) Given the product [C:1]([C:5]1[CH:6]=[C:7]([CH:8]([OH:9])[C:18]#[CH:19])[CH:10]=[CH:11][C:12]=1[N:13]1[CH2:17][CH2:16][CH2:15][CH2:14]1)([CH3:4])([CH3:2])[CH3:3], predict the reactants needed to synthesize it. The reactants are: [C:1]([C:5]1[CH:6]=[C:7]([CH:10]=[CH:11][C:12]=1[N:13]1[CH2:17][CH2:16][CH2:15][CH2:14]1)[CH:8]=[O:9])([CH3:4])([CH3:3])[CH3:2].[C:18]([Mg]Br)#[CH:19]. (6) Given the product [O:10]=[C:8]1[C:7]2[C:2](=[CH:3][N:4]=[CH:5][CH:6]=2)[C:15]2[CH:16]=[CH:17][C:18]([C:20]([O:22][CH3:23])=[O:21])=[CH:19][C:14]=2[NH:13]1, predict the reactants needed to synthesize it. The reactants are: Br[C:2]1[CH:3]=[N:4][CH:5]=[CH:6][C:7]=1[C:8]([O:10]CC)=O.[NH2:13][C:14]1[CH:19]=[C:18]([C:20]([O:22][CH3:23])=[O:21])[CH:17]=[CH:16][C:15]=1B(O)O.C([O-])(=O)C.[Na+]. (7) Given the product [N:4]1[CH:5]=[CH:6][CH:7]=[C:2]([NH:1][C:8]2([C:19]#[N:20])[CH2:13][CH2:12][CH2:11][CH2:10][CH2:9]2)[CH:3]=1, predict the reactants needed to synthesize it. The reactants are: [NH2:1][C:2]1[CH:3]=[N:4][CH:5]=[CH:6][CH:7]=1.[C:8]1(=O)[CH2:13][CH2:12][CH2:11][CH2:10][CH2:9]1.C[Si]([C:19]#[N:20])(C)C. (8) Given the product [Cl:33][C:18]1[N:17]=[C:16]([NH:15][CH:12]2[CH2:11][CH2:10][CH:9]([CH2:8][CH:5]3[CH2:6][CH2:7][CH:2]([NH:1][C:37]([CH:34]4[CH2:36][CH2:35]4)=[O:38])[CH2:3][CH2:4]3)[CH2:14][CH2:13]2)[CH:21]=[C:20]([C:22]2[C:30]3[C:25](=[N:26][CH:27]=[C:28]([O:31][CH3:32])[CH:29]=3)[NH:24][CH:23]=2)[CH:19]=1, predict the reactants needed to synthesize it. The reactants are: [NH2:1][CH:2]1[CH2:7][CH2:6][CH:5]([CH2:8][CH:9]2[CH2:14][CH2:13][CH:12]([NH:15][C:16]3[CH:21]=[C:20]([C:22]4[C:30]5[C:25](=[N:26][CH:27]=[C:28]([O:31][CH3:32])[CH:29]=5)[NH:24][CH:23]=4)[CH:19]=[C:18]([Cl:33])[N:17]=3)[CH2:11][CH2:10]2)[CH2:4][CH2:3]1.[CH:34]1([C:37](O)=[O:38])[CH2:36][CH2:35]1.C1C=CC2N(O)N=NC=2C=1.C(Cl)CCl.C(N(CC)CC)C. (9) The reactants are: [F:1][C:2]([F:18])([F:17])[C:3]1[CH:8]=[CH:7][C:6]([C:9]2[CH:16]=[CH:15][C:12]([CH:13]=O)=[CH:11][CH:10]=2)=[CH:5][CH:4]=1.[CH3:19][NH2:20].S([O-])([O-])(=O)=O.[Mg+2].[BH4-].[Na+]. Given the product [CH3:19][NH:20][CH2:13][C:12]1[CH:15]=[CH:16][C:9]([C:6]2[CH:7]=[CH:8][C:3]([C:2]([F:18])([F:17])[F:1])=[CH:4][CH:5]=2)=[CH:10][CH:11]=1, predict the reactants needed to synthesize it.